This data is from Reaction yield outcomes from USPTO patents with 853,638 reactions. The task is: Predict the reaction yield, written as a fraction of the theoretical maximum amount of product (1.0 means a 100% yield; for example, 0.34 means a 34% yield). (1) The reactants are [CH2:1]([O:8][CH2:9][CH2:10][O:11][C:12]1[CH:33]=[CH:32][C:31]([O:34][CH3:35])=[CH:30][C:13]=1[CH2:14][NH:15][C:16]1[CH:21]=[C:20]([F:22])[CH:19]=[CH:18][C:17]=1[O:23][C:24]1[CH:29]=[CH:28][CH:27]=[CH:26][CH:25]=1)[C:2]1[CH:7]=[CH:6][CH:5]=[CH:4][CH:3]=1.[C:36](OC(=O)C)(=[O:38])[CH3:37]. The catalyst is N1C=CC=CC=1. The product is [CH2:1]([O:8][CH2:9][CH2:10][O:11][C:12]1[CH:33]=[CH:32][C:31]([O:34][CH3:35])=[CH:30][C:13]=1[CH2:14][N:15]([C:16]1[CH:21]=[C:20]([F:22])[CH:19]=[CH:18][C:17]=1[O:23][C:24]1[CH:29]=[CH:28][CH:27]=[CH:26][CH:25]=1)[C:36](=[O:38])[CH3:37])[C:2]1[CH:3]=[CH:4][CH:5]=[CH:6][CH:7]=1. The yield is 0.790. (2) The reactants are [NH2:1]/[C:2](=[N:8]/[OH:9])/[C:3]([O:5][CH2:6][CH3:7])=[O:4].C(Cl)Cl.[CH3:13][C:14]1[CH:15]=[C:16]([CH:20]=[CH:21][CH:22]=1)[C:17](Cl)=[O:18]. The catalyst is CC(OC)(C)C. The product is [NH2:1]/[C:2](=[N:8]/[O:9][C:17](=[O:18])[C:16]1[CH:20]=[CH:21][CH:22]=[C:14]([CH3:13])[CH:15]=1)/[C:3]([O:5][CH2:6][CH3:7])=[O:4]. The yield is 0.780.